From a dataset of Reaction yield outcomes from USPTO patents with 853,638 reactions. Predict the reaction yield, written as a fraction of the theoretical maximum amount of product (1.0 means a 100% yield; for example, 0.34 means a 34% yield). The reactants are Br[C:2]1[CH:3]=[C:4]([CH:8]=[CH:9][N:10]=1)[C:5]([OH:7])=[O:6].[CH2:11]([C:14]1[NH:15][CH:16]=[CH:17][N:18]=1)[CH2:12][CH3:13]. No catalyst specified. The product is [CH2:11]([C:14]1[N:15]([C:2]2[CH:3]=[C:4]([CH:8]=[CH:9][N:10]=2)[C:5]([OH:7])=[O:6])[CH:16]=[CH:17][N:18]=1)[CH2:12][CH3:13]. The yield is 0.750.